Predict the reaction yield, written as a fraction of the theoretical maximum amount of product (1.0 means a 100% yield; for example, 0.34 means a 34% yield). From a dataset of Reaction yield outcomes from USPTO patents with 853,638 reactions. (1) The reactants are [C:1]([C:4]1[C:9](=[O:10])[C:8]([O:11][CH3:12])=[CH:7][N:6]([C:13]2[CH:18]=[C:17]([F:19])[C:16]([N:20]3[CH2:25][CH2:24][O:23][CH2:22][CH2:21]3)=[CH:15][C:14]=2[F:26])[N:5]=1)(=O)[CH3:2].[CH3:27]OC(OC)N(C)C.[C:35]1([NH:41][NH2:42])[CH:40]=[CH:39][CH:38]=[CH:37][CH:36]=1. The catalyst is CCOC(C)=O. The product is [F:26][C:14]1[CH:15]=[C:16]([N:20]2[CH2:25][CH2:24][O:23][CH2:22][CH2:21]2)[C:17]([F:19])=[CH:18][C:13]=1[N:6]1[CH:7]=[C:8]([O:11][CH3:12])[C:9](=[O:10])[C:4]([C:1]2[N:41]([C:35]3[CH:40]=[CH:39][CH:38]=[CH:37][CH:36]=3)[N:42]=[CH:27][CH:2]=2)=[N:5]1. The yield is 0.360. (2) The reactants are [S:1]1[C:5]2[CH:6]=[CH:7][CH:8]=[CH:9][C:4]=2[C:3](C(O)=O)=[CH:2]1.C([N:15]([CH2:18]C)CC)C.C1(P(N=[N+]=[N-])(C2C=CC=CC=2)=[O:27])C=CC=CC=1.[C:37]1([C:43]2[N:47]=[C:46]([N:48]3[CH2:53][CH2:52][NH:51][CH2:50][CH2:49]3)[S:45][N:44]=2)[CH:42]=[CH:41][CH:40]=[CH:39][CH:38]=1. The yield is 0.338. The product is [S:1]1[C:5]2[CH:6]=[CH:7][CH:8]=[CH:9][C:4]=2[C:3]([NH:15][C:18]([N:51]2[CH2:52][CH2:53][N:48]([C:46]3[S:45][N:44]=[C:43]([C:37]4[CH:38]=[CH:39][CH:40]=[CH:41][CH:42]=4)[N:47]=3)[CH2:49][CH2:50]2)=[O:27])=[CH:2]1. The catalyst is C1(C)C=CC=CC=1.O. (3) The catalyst is C(#N)C. The yield is 0.750. The product is [N+:14]([C:10]1[CH:9]=[C:8]([CH:13]=[CH:12][CH:11]=1)[CH2:7][CH2:6][N:23]1[CH2:28][CH2:27][CH2:26][CH2:25][CH2:24]1)([O-:16])=[O:15]. The reactants are CS(O[CH2:6][CH2:7][C:8]1[CH:13]=[CH:12][CH:11]=[C:10]([N+:14]([O-:16])=[O:15])[CH:9]=1)(=O)=O.C(=O)([O-])[O-].[K+].[K+].[NH:23]1[CH2:28][CH2:27][CH2:26][CH2:25][CH2:24]1. (4) The reactants are [CH3:1][NH2:2].C(O)C.Br[CH2:7][C:8]1[CH:13]=[CH:12][C:11]([C:14]2[O:18][C:17]([C:19]3[C:20]([NH2:37])=[N:21][CH:22]=[C:23]([C:25]4[CH:30]=[CH:29][C:28]([S:31]([CH:34]([CH3:36])[CH3:35])(=[O:33])=[O:32])=[CH:27][CH:26]=4)[N:24]=3)=[N:16][N:15]=2)=[CH:10][CH:9]=1.C([O-])([O-])=O.[K+].[K+]. The catalyst is C(Cl)Cl.CO. The product is [CH:34]([S:31]([C:28]1[CH:29]=[CH:30][C:25]([C:23]2[N:24]=[C:19]([C:17]3[O:18][C:14]([C:11]4[CH:10]=[CH:9][C:8]([CH2:7][NH:2][CH3:1])=[CH:13][CH:12]=4)=[N:15][N:16]=3)[C:20]([NH2:37])=[N:21][CH:22]=2)=[CH:26][CH:27]=1)(=[O:33])=[O:32])([CH3:35])[CH3:36]. The yield is 0.750. (5) The reactants are Cl[C:2]1[CH:3]=[CH:4][C:5]([N+:9]([O-:11])=[O:10])=[C:6]([CH:8]=1)[NH2:7].[N:12]1([CH2:18][C:19]2[S:23][C:22](B(O)O)=[CH:21][CH:20]=2)[CH2:17][CH2:16][O:15][CH2:14][CH2:13]1.C([O-])([O-])=O.[Na+].[Na+]. The catalyst is COCCOC.C1C=CC([P]([Pd]([P](C2C=CC=CC=2)(C2C=CC=CC=2)C2C=CC=CC=2)([P](C2C=CC=CC=2)(C2C=CC=CC=2)C2C=CC=CC=2)[P](C2C=CC=CC=2)(C2C=CC=CC=2)C2C=CC=CC=2)(C2C=CC=CC=2)C2C=CC=CC=2)=CC=1. The product is [N:12]1([CH2:18][C:19]2[S:23][C:22]([C:2]3[CH:3]=[CH:4][C:5]([N+:9]([O-:11])=[O:10])=[C:6]([CH:8]=3)[NH2:7])=[CH:21][CH:20]=2)[CH2:13][CH2:14][O:15][CH2:16][CH2:17]1. The yield is 0.610. (6) The reactants are C(OC(=O)[NH:7][C@@H:8]([CH2:15][C:16]1[CH:21]=[CH:20][CH:19]=[CH:18][CH:17]=1)[C:9]([C@@:11]1([CH3:14])[CH2:13][O:12]1)=[O:10])(C)(C)C.[C:23]([OH:29])([C:25]([F:28])([F:27])[F:26])=[O:24]. The catalyst is ClCCl. The product is [OH:29][C:23]([C:25]([F:28])([F:27])[F:26])=[O:24].[NH2:7][C@@H:8]([CH2:15][C:16]1[CH:21]=[CH:20][CH:19]=[CH:18][CH:17]=1)[C:9]([C@@:11]1([CH3:14])[CH2:13][O:12]1)=[O:10]. The yield is 1.00. (7) The reactants are CO[C:3]([C:5]1[CH:22]=[C:21]2[C:8]([S:9](=[O:24])(=[O:23])[NH:10][C:11]3[C:20]2=[CH:19][CH:18]=[C:17]2[C:12]=3[N:13]=[CH:14][CH:15]=[CH:16]2)=[CH:7][CH:6]=1)=[O:4].[CH3:25][NH2:26]. No catalyst specified. The product is [CH3:25][NH:26][C:3]([C:5]1[CH:22]=[C:21]2[C:8]([S:9](=[O:23])(=[O:24])[NH:10][C:11]3[C:20]2=[CH:19][CH:18]=[C:17]2[C:12]=3[N:13]=[CH:14][CH:15]=[CH:16]2)=[CH:7][CH:6]=1)=[O:4]. The yield is 0.840. (8) The reactants are [Br:1][C:2]1[CH:8]=[CH:7][C:5]([NH2:6])=[C:4]([F:9])[CH:3]=1.[N:10]([C:13]1[CH:23]=[CH:22][C:16]([C:17]([O:19][CH2:20][CH3:21])=[O:18])=[CH:15][CH:14]=1)=[C:11]=[O:12]. The catalyst is C(Cl)Cl. The product is [CH2:20]([O:19][C:17](=[O:18])[C:16]1[CH:22]=[CH:23][C:13]([NH:10][C:11]([NH:6][C:5]2[CH:7]=[CH:8][C:2]([Br:1])=[CH:3][C:4]=2[F:9])=[O:12])=[CH:14][CH:15]=1)[CH3:21]. The yield is 0.700.